From a dataset of Catalyst prediction with 721,799 reactions and 888 catalyst types from USPTO. Predict which catalyst facilitates the given reaction. (1) Reactant: [F:1][C:2]1[CH:7]=[CH:6][C:5]([O:8][CH3:9])=[CH:4][C:3]=1[C:10]1[CH:15]=[CH:14][C:13]([C:16]([O:18][CH3:19])=[O:17])=[CH:12][C:11]=1[CH:20]1[CH:24](OS(C)(=O)=O)[CH2:23][CH2:22][CH:21]1[CH3:30].C1CCN2C(=NCCC2)CC1. Product: [F:1][C:2]1[CH:7]=[CH:6][C:5]([O:8][CH3:9])=[CH:4][C:3]=1[C:10]1[CH:15]=[CH:14][C:13]([C:16]([O:18][CH3:19])=[O:17])=[CH:12][C:11]=1[CH:20]1[CH:21]([CH3:30])[CH2:22][CH:23]=[CH:24]1. The catalyst class is: 11. (2) Reactant: [Cl:1][C:2]1[N:7]=[C:6]([Cl:8])[C:5]([CH:9]([NH:13][C:14]2[CH:19]=[CH:18][C:17]([O:20][CH3:21])=[CH:16][CH:15]=2)[CH:10]([CH3:12])[CH3:11])=[CH:4][N:3]=1.[C:22]1([N:28]=[C:29]=[O:30])[CH:27]=[CH:26][CH:25]=[CH:24][CH:23]=1. The catalyst class is: 11. Product: [Cl:1][C:2]1[N:7]=[C:6]([Cl:8])[C:5]([CH:9]([N:13]([C:14]2[CH:15]=[CH:16][C:17]([O:20][CH3:21])=[CH:18][CH:19]=2)[C:29]([NH:28][C:22]2[CH:27]=[CH:26][CH:25]=[CH:24][CH:23]=2)=[O:30])[CH:10]([CH3:12])[CH3:11])=[CH:4][N:3]=1. (3) Reactant: [C:1]([C:3]1[CH:30]=[CH:29][C:6]([CH2:7][N:8]2[C:12]([CH2:13][NH:14][C:15]3[CH:28]=[CH:27][C:18]4[S:19][C:20]([C:22]([O:24][CH2:25][CH3:26])=[O:23])=[CH:21][C:17]=4[CH:16]=3)=[CH:11][N:10]=[CH:9]2)=[CH:5][CH:4]=1)#[N:2].CCN(C(C)C)C(C)C.[C:40](Cl)(=[O:45])[CH2:41][CH:42]([CH3:44])[CH3:43].O. Product: [C:1]([C:3]1[CH:4]=[CH:5][C:6]([CH2:7][N:8]2[C:12]([CH2:13][N:14]([C:40](=[O:45])[CH2:41][CH:42]([CH3:44])[CH3:43])[C:15]3[CH:28]=[CH:27][C:18]4[S:19][C:20]([C:22]([O:24][CH2:25][CH3:26])=[O:23])=[CH:21][C:17]=4[CH:16]=3)=[CH:11][N:10]=[CH:9]2)=[CH:29][CH:30]=1)#[N:2]. The catalyst class is: 2. (4) Reactant: [CH3:1][CH:2]1[NH:7][CH:6]([CH3:8])[CH2:5][N:4]([C:9]2[CH:16]=[CH:15][C:12]([CH:13]=[O:14])=[CH:11][CH:10]=2)[CH2:3]1.CCN(CC)CC.[C:24](Cl)(=[O:26])[CH3:25]. Product: [C:24]([N:7]1[CH:2]([CH3:1])[CH2:3][N:4]([C:9]2[CH:16]=[CH:15][C:12]([CH:13]=[O:14])=[CH:11][CH:10]=2)[CH2:5][CH:6]1[CH3:8])(=[O:26])[CH3:25]. The catalyst class is: 2. (5) Reactant: [NH:1]1[C:9]2[C:4](=[CH:5][CH:6]=[CH:7][CH:8]=2)[C:3](=O)[C:2]1=[O:11].[CH3:12][C:13]1[CH:18]=[CH:17][C:16]([S:19]([N:22]=[C:23]2[NH:27][C:26](=[O:28])[CH2:25][S:24]2)(=[O:21])=[O:20])=[CH:15][CH:14]=1.C([O-])(=O)C.[Na+]. Product: [CH3:12][C:13]1[CH:18]=[CH:17][C:16]([S:19]([N:22]=[C:23]2[NH:27][C:26](=[O:28])[C:25](=[C:3]3[C:4]4[C:9](=[CH:8][CH:7]=[CH:6][CH:5]=4)[NH:1][C:2]3=[O:11])[S:24]2)(=[O:21])=[O:20])=[CH:15][CH:14]=1. The catalyst class is: 15. (6) Reactant: [NH2:1][C:2]1[CH:3]=[CH:4][C:5]([OH:25])=[C:6]([CH:24]=1)[C:7]([NH:9][C:10]1[CH:15]=[C:14]([C:16]([F:19])([F:18])[F:17])[CH:13]=[C:12]([C:20]([F:23])([F:22])[F:21])[CH:11]=1)=[O:8].[C:26]1([N:32]=[C:33]=[O:34])[CH:31]=[CH:30][CH:29]=[CH:28][CH:27]=1. Product: [F:23][C:20]([F:21])([F:22])[C:12]1[CH:11]=[C:10]([NH:9][C:7](=[O:8])[C:6]2[CH:24]=[C:2]([NH:1][C:33]([NH:32][C:26]3[CH:31]=[CH:30][CH:29]=[CH:28][CH:27]=3)=[O:34])[CH:3]=[CH:4][C:5]=2[OH:25])[CH:15]=[C:14]([C:16]([F:17])([F:18])[F:19])[CH:13]=1. The catalyst class is: 599. (7) Reactant: [CH2:1]([O:8][C:9]1[C:10]([C:34]([NH:36][CH2:37][C:38]2[CH:48]=[CH:47][C:46]([F:49])=[CH:45][C:39]=2[C:40]([O:42]CC)=[O:41])=[O:35])=[N:11][C:12]([NH:19][CH2:20][CH2:21][CH2:22][CH2:23][CH2:24][CH2:25][NH:26][C:27]([O:29][C:30]([CH3:33])([CH3:32])[CH3:31])=[O:28])=[C:13]2[C:18]=1[N:17]=[CH:16][CH:15]=[CH:14]2)[C:2]1[CH:7]=[CH:6][CH:5]=[CH:4][CH:3]=1.[OH-].[Na+].Cl. Product: [CH2:1]([O:8][C:9]1[C:10]([C:34]([NH:36][CH2:37][C:38]2[CH:48]=[CH:47][C:46]([F:49])=[CH:45][C:39]=2[C:40]([OH:42])=[O:41])=[O:35])=[N:11][C:12]([NH:19][CH2:20][CH2:21][CH2:22][CH2:23][CH2:24][CH2:25][NH:26][C:27]([O:29][C:30]([CH3:33])([CH3:32])[CH3:31])=[O:28])=[C:13]2[C:18]=1[N:17]=[CH:16][CH:15]=[CH:14]2)[C:2]1[CH:7]=[CH:6][CH:5]=[CH:4][CH:3]=1. The catalyst class is: 8.